Dataset: Forward reaction prediction with 1.9M reactions from USPTO patents (1976-2016). Task: Predict the product of the given reaction. (1) The product is: [CH:2]1([C:8]2[CH:17]=[C:16]3[C:11]([CH:12]=[C:13]([C:22]([OH:24])=[O:23])[CH:14]([C:18]([F:21])([F:20])[F:19])[O:15]3)=[CH:10][CH:9]=2)[CH2:3][CH2:1]1. Given the reactants [CH2:1](Br)[C:2]#[CH:3].[OH-].[Na+].I[C:8]1[CH:17]=[C:16]2[C:11]([CH:12]=[C:13]([C:22]([OH:24])=[O:23])[CH:14]([C:18]([F:21])([F:20])[F:19])[O:15]2)=[CH:10][CH:9]=1, predict the reaction product. (2) Given the reactants [C:1]1([CH:7]2[C:15]3[C:10](=[CH:11][CH:12]=[CH:13][CH:14]=3)[NH:9][C:8]2=[O:16])[CH:6]=[CH:5][CH:4]=[CH:3][CH:2]=1.[CH3:17][C:18]1[CH:23]=[CH:22][C:21]([S:24](Cl)(=[O:26])=[O:25])=[CH:20][CH:19]=1.C(=O)([O-])[O-].[Na+].[Na+].CC(C)=O, predict the reaction product. The product is: [CH3:17][C:18]1[CH:23]=[CH:22][C:21]([S:24]([O:16][C:8]2[NH:9][C:10]3[C:15]([C:7]=2[C:1]2[CH:2]=[CH:3][CH:4]=[CH:5][CH:6]=2)=[CH:14][CH:13]=[CH:12][CH:11]=3)(=[O:26])=[O:25])=[CH:20][CH:19]=1.